From a dataset of NCI-60 drug combinations with 297,098 pairs across 59 cell lines. Regression. Given two drug SMILES strings and cell line genomic features, predict the synergy score measuring deviation from expected non-interaction effect. (1) Drug 1: CS(=O)(=O)OCCCCOS(=O)(=O)C. Drug 2: C(CCl)NC(=O)N(CCCl)N=O. Cell line: A498. Synergy scores: CSS=3.16, Synergy_ZIP=0.688, Synergy_Bliss=2.85, Synergy_Loewe=2.84, Synergy_HSA=2.51. (2) Drug 1: C1CN1P(=S)(N2CC2)N3CC3. Drug 2: C1=NC2=C(N1)C(=S)N=CN2. Cell line: U251. Synergy scores: CSS=20.9, Synergy_ZIP=-11.7, Synergy_Bliss=-2.77, Synergy_Loewe=-5.86, Synergy_HSA=-0.616. (3) Drug 1: CC1CCC2CC(C(=CC=CC=CC(CC(C(=O)C(C(C(=CC(C(=O)CC(OC(=O)C3CCCCN3C(=O)C(=O)C1(O2)O)C(C)CC4CCC(C(C4)OC)O)C)C)O)OC)C)C)C)OC. Drug 2: CC1C(C(CC(O1)OC2CC(CC3=C2C(=C4C(=C3O)C(=O)C5=C(C4=O)C(=CC=C5)OC)O)(C(=O)CO)O)N)O.Cl. Synergy scores: CSS=39.1, Synergy_ZIP=6.57, Synergy_Bliss=5.44, Synergy_Loewe=4.78, Synergy_HSA=6.98. Cell line: SNB-19. (4) Drug 1: CC1CCC2CC(C(=CC=CC=CC(CC(C(=O)C(C(C(=CC(C(=O)CC(OC(=O)C3CCCCN3C(=O)C(=O)C1(O2)O)C(C)CC4CCC(C(C4)OC)O)C)C)O)OC)C)C)C)OC. Drug 2: C1=CC=C(C=C1)NC(=O)CCCCCCC(=O)NO. Cell line: PC-3. Synergy scores: CSS=1.47, Synergy_ZIP=-4.22, Synergy_Bliss=-1.77, Synergy_Loewe=-3.22, Synergy_HSA=-2.62. (5) Drug 1: CC1=CC2C(CCC3(C2CCC3(C(=O)C)OC(=O)C)C)C4(C1=CC(=O)CC4)C. Drug 2: C1=CN(C=N1)CC(O)(P(=O)(O)O)P(=O)(O)O. Cell line: K-562. Synergy scores: CSS=5.29, Synergy_ZIP=5.73, Synergy_Bliss=2.73, Synergy_Loewe=0.0505, Synergy_HSA=0.452.